From a dataset of Catalyst prediction with 721,799 reactions and 888 catalyst types from USPTO. Predict which catalyst facilitates the given reaction. (1) The catalyst class is: 10. Product: [F:15][C:14]([F:17])([F:16])[C:10]1[CH:9]=[C:8]([N:7]2[C:3]([CH2:2][N:28]3[CH2:29][CH2:30][NH:25][C:26](=[O:31])[CH2:27]3)=[N:4][N:5]=[N:6]2)[CH:13]=[CH:12][CH:11]=1. Reactant: Cl[CH2:2][C:3]1[N:7]([C:8]2[CH:13]=[CH:12][CH:11]=[C:10]([C:14]([F:17])([F:16])[F:15])[CH:9]=2)[N:6]=[N:5][N:4]=1.C(N(CC)CC)C.[NH:25]1[CH2:30][CH2:29][NH:28][CH2:27][C:26]1=[O:31]. (2) Reactant: C([O:3][C:4]([C:6]1[N:7]([CH:12]([CH3:14])[CH3:13])[N:8]=[C:9]([CH3:11])[N:10]=1)=O)C.[Br:15][CH2:16]Br.C[Li].C(O)(=O)C. Product: [Br:15][CH2:16][C:4]([C:6]1[N:7]([CH:12]([CH3:14])[CH3:13])[N:8]=[C:9]([CH3:11])[N:10]=1)=[O:3]. The catalyst class is: 20. (3) Product: [CH2:12]([O:9][C:4]1[C:5](=[O:8])[NH:6][CH:7]=[C:2]([Br:1])[CH:3]=1)[C:13]1[CH:18]=[CH:17][CH:16]=[CH:15][CH:14]=1. The catalyst class is: 5. Reactant: [Br:1][C:2]1[CH:3]=[C:4]([OH:9])[C:5](=[O:8])[NH:6][CH:7]=1.[OH-].[Na+].[CH2:12](Br)[C:13]1[CH:18]=[CH:17][CH:16]=[CH:15][CH:14]=1. (4) Reactant: C[O:2][C:3](=O)[CH:4]([CH:21]1[CH2:26][CH2:25][CH2:24][CH2:23][CH2:22]1)[C:5]([C:7]1[CH:12]=[CH:11][C:10]([O:13][CH2:14][C:15]2[CH:20]=[CH:19][CH:18]=[CH:17][CH:16]=2)=[CH:9][CH:8]=1)=O.[CH3:28][O:29][C:30]([C:32]1[CH:36]=[C:35]([NH2:37])[NH:34][N:33]=1)=[O:31].O.C1(C)C=CC(S(O)(=O)=O)=CC=1. Product: [CH3:28][O:29][C:30]([C:32]1[CH:36]=[C:35]2[NH:37][C:5]([C:7]3[CH:8]=[CH:9][C:10]([O:13][CH2:14][C:15]4[CH:20]=[CH:19][CH:18]=[CH:17][CH:16]=4)=[CH:11][CH:12]=3)=[C:4]([CH:21]3[CH2:26][CH2:25][CH2:24][CH2:23][CH2:22]3)[C:3](=[O:2])[N:34]2[N:33]=1)=[O:31]. The catalyst class is: 11. (5) Reactant: [S:1]([N:11]1[CH2:16][CH2:15][N:14]2[CH:17]=[CH:18][CH:19]=[C:13]2[CH:12]1[CH2:20][C:21]([OH:23])=O)([C:4]1[CH:10]=[CH:9][C:7]([CH3:8])=[CH:6][CH:5]=1)(=[O:3])=[O:2].CCN(C(C)C)C(C)C.CN(C(ON1N=NC2C=CC=NC1=2)=[N+](C)C)C.F[P-](F)(F)(F)(F)F.[NH2:57][C@@H:58]([C:60]1[CH:71]=[CH:70][C:63]([CH2:64][NH:65][C:66]([CH3:69])([CH3:68])[CH3:67])=[CH:62][CH:61]=1)[CH3:59]. Product: [C:66]([NH:65][CH2:64][C:63]1[CH:62]=[CH:61][C:60]([C@H:58]([NH:57][C:21](=[O:23])[CH2:20][CH:12]2[N:11]([S:1]([C:4]3[CH:10]=[CH:9][C:7]([CH3:8])=[CH:6][CH:5]=3)(=[O:3])=[O:2])[CH2:16][CH2:15][N:14]3[CH:17]=[CH:18][CH:19]=[C:13]23)[CH3:59])=[CH:71][CH:70]=1)([CH3:69])([CH3:67])[CH3:68]. The catalyst class is: 76.